Task: Regression. Given a peptide amino acid sequence and an MHC pseudo amino acid sequence, predict their binding affinity value. This is MHC class I binding data.. Dataset: Peptide-MHC class I binding affinity with 185,985 pairs from IEDB/IMGT The peptide sequence is FHARFVQAL. The MHC is HLA-A02:01 with pseudo-sequence HLA-A02:01. The binding affinity (normalized) is 0.0847.